From a dataset of Full USPTO retrosynthesis dataset with 1.9M reactions from patents (1976-2016). Predict the reactants needed to synthesize the given product. (1) Given the product [NH:29]1[CH:28]=[C:27]([C:3]2[CH:4]=[C:5]([N:9]3[C:13]([NH2:14])=[CH:12][C:11]([C:15]([CH3:18])([CH3:17])[CH3:16])=[N:10]3)[CH:6]=[CH:7][CH:8]=2)[CH:31]=[N:30]1, predict the reactants needed to synthesize it. The reactants are: Cl.Br[C:3]1[CH:4]=[C:5]([N:9]2[C:13]([NH2:14])=[CH:12][C:11]([C:15]([CH3:18])([CH3:17])[CH3:16])=[N:10]2)[CH:6]=[CH:7][CH:8]=1.CC1(C)C(C)(C)OB([C:27]2[CH:28]=[N:29][N:30](C(OC(C)(C)C)=O)[CH:31]=2)O1.C([O-])([O-])=O.[Cs+].[Cs+]. (2) Given the product [CH2:1]([N:3]([C:4]1[CH:9]=[CH:8][C:7]([C:10]2[C:19]3[C:14](=[CH:15][CH:16]=[CH:17][CH:18]=3)[C:13]3[O:20][C:28]4([C:29]([CH3:37])([CH3:36])[C:30]5[C:35](=[CH:34][CH:33]=[CH:32][CH:31]=5)[N:27]4[CH3:26])[CH:38]=[N:21][C:12]=3[CH:11]=2)=[CH:6][CH:5]=1)[CH2:23][CH2:24][OH:25])[CH3:2], predict the reactants needed to synthesize it. The reactants are: [CH2:1]([N:3]([CH2:23][CH2:24][OH:25])[C:4]1[CH:9]=[CH:8][C:7]([C:10]2[C:19]3[C:14](=[CH:15][CH:16]=[CH:17][CH:18]=3)[C:13](=[O:20])[C:12](=[N:21]O)[CH:11]=2)=[CH:6][CH:5]=1)[CH3:2].[CH3:26][N:27]1[C:35]2[C:30](=[CH:31][CH:32]=[CH:33][CH:34]=2)[C:29]([CH3:37])([CH3:36])[C:28]1=[CH2:38].